Dataset: Forward reaction prediction with 1.9M reactions from USPTO patents (1976-2016). Task: Predict the product of the given reaction. (1) Given the reactants [CH3:1][S:2]([O:5][C:6]1([CH2:9][CH2:10]Br)[CH2:8][CH2:7]1)(=[O:4])=[O:3].[C:12]([O-:15])(=[O:14])[CH3:13].[Na+].CS(OC1(CCCl)CC1)(=O)=O.C([O-])(=O)CC.[Na+], predict the reaction product. The product is: [CH3:1][S:2]([O:5][C:6]1([CH2:9][CH2:10][O:15][C:12](=[O:14])[CH3:13])[CH2:8][CH2:7]1)(=[O:4])=[O:3]. (2) Given the reactants [CH3:1][O:2][C:3]1[N:8]=[CH:7][C:6]([C:9]2[C:13]([CH3:14])=[C:12]([NH2:15])[N:11]([C:16]3[CH:21]=[CH:20][CH:19]=[CH:18][CH:17]=3)[N:10]=2)=[CH:5][CH:4]=1.C1(C2C=CC([CH2:31][O:32]C)=CC=2CN)CC1.[CH3:36][O:37][CH2:38][C:39]1[CH:40]=[CH:41][C:42]([O:47][C:48]([F:51])([F:50])[F:49])=[C:43]([CH2:45][NH2:46])[CH:44]=1, predict the reaction product. The product is: [CH3:36][O:37][CH2:38][C:39]1[CH:40]=[CH:41][C:42]([O:47][C:48]([F:49])([F:50])[F:51])=[C:43]([CH:44]=1)[CH2:45][NH:46][C:31]([NH:15][C:12]1[N:11]([C:16]2[CH:21]=[CH:20][CH:19]=[CH:18][CH:17]=2)[N:10]=[C:9]([C:6]2[CH:7]=[N:8][C:3]([O:2][CH3:1])=[CH:4][CH:5]=2)[C:13]=1[CH3:14])=[O:32]. (3) Given the reactants [C:1]1([C@H:7]2[CH2:13][NH:12][CH2:11][C:10]3[CH:14]=[CH:15][C:16]([C:18]([O:20][CH3:21])=[O:19])=[CH:17][C:9]=3[O:8]2)[CH:6]=[CH:5][CH:4]=[CH:3][CH:2]=1.CN(C(ON1N=NC2C=CC=NC1=2)=[N+](C)C)C.F[P-](F)(F)(F)(F)F.[O:46]1[CH2:51][CH2:50][CH:49]([C:52](O)=[O:53])[CH2:48][CH2:47]1.CCN(C(C)C)C(C)C, predict the reaction product. The product is: [C:1]1([C@H:7]2[CH2:13][N:12]([C:52]([CH:49]3[CH2:50][CH2:51][O:46][CH2:47][CH2:48]3)=[O:53])[CH2:11][C:10]3[CH:14]=[CH:15][C:16]([C:18]([O:20][CH3:21])=[O:19])=[CH:17][C:9]=3[O:8]2)[CH:2]=[CH:3][CH:4]=[CH:5][CH:6]=1. (4) Given the reactants [CH3:1][O:2][C:3]1[C:8]2[O:9][CH2:10][CH2:11][O:12][C:7]=2[C:6]([C:13]2([C:23]#[C:24][C:25]3[CH:35]=[CH:34][C:28]([C:29]([O:31][CH2:32][CH3:33])=[O:30])=[CH:27][CH:26]=3)[CH2:22][CH2:21][C:16]3(OCC[O:17]3)[CH2:15][CH2:14]2)=[CH:5][CH:4]=1.Cl.C(=O)(O)[O-].[Na+], predict the reaction product. The product is: [CH3:1][O:2][C:3]1[C:8]2[O:9][CH2:10][CH2:11][O:12][C:7]=2[C:6]([C:13]2([C:23]#[C:24][C:25]3[CH:26]=[CH:27][C:28]([C:29]([O:31][CH2:32][CH3:33])=[O:30])=[CH:34][CH:35]=3)[CH2:22][CH2:21][C:16](=[O:17])[CH2:15][CH2:14]2)=[CH:5][CH:4]=1.